Dataset: Reaction yield outcomes from USPTO patents with 853,638 reactions. Task: Predict the reaction yield, written as a fraction of the theoretical maximum amount of product (1.0 means a 100% yield; for example, 0.34 means a 34% yield). (1) The reactants are FC(F)(F)S(O[C:7]1[CH2:16][CH2:15][C:14]2[CH:13]=[C:12]([C:17]([O:19][CH3:20])=[O:18])[CH:11]=[CH:10][C:9]=2[CH:8]=1)(=O)=O.C(N(CC)CC)C.[C:30]([C:32]1[CH:37]=[CH:36][CH:35]=[C:34]([F:38])[CH:33]=1)#[CH:31]. The catalyst is CN(C=O)C.O.[Cu]I.C1C=CC([P]([Pd]([P](C2C=CC=CC=2)(C2C=CC=CC=2)C2C=CC=CC=2)([P](C2C=CC=CC=2)(C2C=CC=CC=2)C2C=CC=CC=2)[P](C2C=CC=CC=2)(C2C=CC=CC=2)C2C=CC=CC=2)(C2C=CC=CC=2)C2C=CC=CC=2)=CC=1. The product is [F:38][C:34]1[CH:33]=[C:32]([C:30]#[C:31][C:7]2[CH2:16][CH2:15][C:14]3[CH:13]=[C:12]([C:17]([O:19][CH3:20])=[O:18])[CH:11]=[CH:10][C:9]=3[CH:8]=2)[CH:37]=[CH:36][CH:35]=1. The yield is 0.830. (2) The reactants are [CH:1]([C:3]1[N:4]([C:8]2[CH:15]=[CH:14][C:11]([C:12]#[N:13])=[CH:10][C:9]=2[CH3:16])[CH:5]=[CH:6][CH:7]=1)=O.[C:17]([CH:22]=P(C1C=CC=CC=1)(C1C=CC=CC=1)C1C=CC=CC=1)([O:19][CH2:20][CH3:21])=[O:18]. The catalyst is C1(C)C=CC=CC=1. The product is [C:12]([C:11]1[CH:14]=[CH:15][C:8]([N:4]2[CH:5]=[CH:6][CH:7]=[C:3]2[CH:1]=[CH:22][C:17]([O:19][CH2:20][CH3:21])=[O:18])=[C:9]([CH3:16])[CH:10]=1)#[N:13]. The yield is 0.980. (3) The reactants are [N:1]1[C:5]2[CH:6]=[CH:7][CH:8]=[CH:9][C:4]=2[NH:3][C:2]=1[C:10]([F:24])([F:23])[C:11]([C:14]1[NH:15][C:16]2[CH:22]=[CH:21][CH:20]=[CH:19][C:17]=2[N:18]=1)([F:13])[F:12].[H-].[Na+].CO[C:29]1[CH:34]=CC2N=C(C(O)C(O)C3N[C:30]4[CH:31]=C(OC)C=[CH:34][C:29]=4N=3)N[C:31]=2[CH:30]=1.I[CH2:54][CH2:55][CH2:56][CH3:57]. The catalyst is C1CCCCC1.O.CS(C)=O. The product is [CH2:34]([N:1]1[C:5]2[CH:6]=[CH:7][CH:8]=[CH:9][C:4]=2[N:3]=[C:2]1[C:10]([F:24])([F:23])[C:11]([C:14]1[N:18]([CH2:54][CH2:55][CH2:56][CH3:57])[C:17]2[CH:19]=[CH:20][CH:21]=[CH:22][C:16]=2[N:15]=1)([F:13])[F:12])[CH2:29][CH2:30][CH3:31]. The yield is 0.880.